Dataset: Reaction yield outcomes from USPTO patents with 853,638 reactions. Task: Predict the reaction yield, written as a fraction of the theoretical maximum amount of product (1.0 means a 100% yield; for example, 0.34 means a 34% yield). (1) The catalyst is O1CCOCC1.ClCCl.CO.CC(C1C=C(C(C)C)C(C2C(P(C3CCCCC3)C3CCCCC3)=C(OC)C=CC=2OC)=C(C(C)C)C=1)C.C1C=[C-]C(CCN)=CC=1.Cl[Pd+]. The yield is 0.380. The product is [C:24]([O:23][C:21]([NH:22][C:2]1[CH:11]=[C:10]2[C:5]([CH:6]=[C:7]([C:13]3[CH:14]=[N:15][CH:16]=[C:17]([F:20])[C:18]=3[CH3:19])[N+:8]([O-:12])=[CH:9]2)=[CH:4][N:3]=1)=[O:28])([CH3:27])([CH3:26])[CH3:25]. The reactants are Cl[C:2]1[CH:11]=[C:10]2[C:5]([CH:6]=[C:7]([C:13]3[CH:14]=[N:15][CH:16]=[C:17]([F:20])[C:18]=3[CH3:19])[N+:8]([O-:12])=[CH:9]2)=[CH:4][N:3]=1.[C:21](=[O:28])([O:23][C:24]([CH3:27])([CH3:26])[CH3:25])[NH2:22].C1(P(C2CCCCC2)C2C(OC)=CC=C(OC)C=2C2C(C(C)C)=CC(C(C)C)=CC=2C(C)C)CCCCC1.C(=O)([O-])[O-].[Cs+].[Cs+]. (2) The reactants are [CH:1]12[N:8](C(OC(C)(C)C)=O)[CH:5]([CH2:6][CH2:7]1)[CH2:4][NH:3][CH2:2]2.Br[CH2:17][CH2:18][O:19][C:20]1[CH:25]=[CH:24][C:23]([F:26])=[CH:22][CH:21]=1.C([O-])([O-])=O.[Cs+].[Cs+]. The catalyst is CC#N. The product is [F:26][C:23]1[CH:24]=[CH:25][C:20]([O:19][CH2:18][CH2:17][N:3]2[CH2:2][CH:1]3[NH:8][CH:5]([CH2:6][CH2:7]3)[CH2:4]2)=[CH:21][CH:22]=1. The yield is 0.640. (3) The reactants are [Cl:1][C:2]1[N:7]=[CH:6][C:5]([C:8](=O)[CH:9]=[CH:10]N(C)C)=[CH:4][CH:3]=1.[N+]([O-])(O)=O.[Cl:19][C:20]1[CH:21]=[C:22]([NH:26][C:27]([NH2:29])=[NH:28])[CH:23]=[CH:24][CH:25]=1.[OH-].[Na+]. The catalyst is CC(O)C. The product is [Cl:19][C:20]1[CH:21]=[C:22]([NH:26][C:27]2[N:29]=[C:8]([C:5]3[CH:6]=[N:7][C:2]([Cl:1])=[CH:3][CH:4]=3)[CH:9]=[CH:10][N:28]=2)[CH:23]=[CH:24][CH:25]=1. The yield is 0.170. (4) The reactants are [C:1]([O:5][C:6]([N:8]1[C@@H:12]([CH2:13][CH2:14][C:15]2[CH:20]=[CH:19][C:18]([NH2:21])=[CH:17][CH:16]=2)[CH2:11][O:10][C:9]1([CH3:23])[CH3:22])=[O:7])([CH3:4])([CH3:3])[CH3:2].[Cl:24][C:25]1[CH:33]=[CH:32][C:28]([C:29](O)=[O:30])=[CH:27][CH:26]=1.CN1CCOCC1.CN(C(ON1N=NC2C=CC=CC1=2)=[N+](C)C)C.[B-](F)(F)(F)F. The catalyst is C1COCC1. The product is [C:1]([O:5][C:6]([N:8]1[C@@H:12]([CH2:13][CH2:14][C:15]2[CH:16]=[CH:17][C:18]([NH:21][C:29](=[O:30])[C:28]3[CH:32]=[CH:33][C:25]([Cl:24])=[CH:26][CH:27]=3)=[CH:19][CH:20]=2)[CH2:11][O:10][C:9]1([CH3:23])[CH3:22])=[O:7])([CH3:4])([CH3:2])[CH3:3]. The yield is 0.890.